Dataset: Peptide-MHC class I binding affinity with 185,985 pairs from IEDB/IMGT. Task: Regression. Given a peptide amino acid sequence and an MHC pseudo amino acid sequence, predict their binding affinity value. This is MHC class I binding data. (1) The peptide sequence is SLIIPNVTL. The MHC is HLA-B07:02 with pseudo-sequence HLA-B07:02. The binding affinity (normalized) is 0.213. (2) The peptide sequence is FMRSISDDA. The MHC is HLA-A02:03 with pseudo-sequence HLA-A02:03. The binding affinity (normalized) is 0.620. (3) The peptide sequence is ETFNTPAMY. The MHC is HLA-B15:01 with pseudo-sequence HLA-B15:01. The binding affinity (normalized) is 0.416. (4) The peptide sequence is DLLNSMMNR. The MHC is HLA-A68:02 with pseudo-sequence HLA-A68:02. The binding affinity (normalized) is 0. (5) The peptide sequence is HSGFIYFGK. The MHC is HLA-A02:16 with pseudo-sequence HLA-A02:16. The binding affinity (normalized) is 0.0847. (6) The peptide sequence is LLANGNVYA. The MHC is HLA-A02:01 with pseudo-sequence HLA-A02:01. The binding affinity (normalized) is 0.539. (7) The peptide sequence is NQECWDSVF. The MHC is HLA-A26:01 with pseudo-sequence HLA-A26:01. The binding affinity (normalized) is 0.0847. (8) The peptide sequence is VSIRGSHHK. The MHC is HLA-A31:01 with pseudo-sequence HLA-A31:01. The binding affinity (normalized) is 0.215. (9) The peptide sequence is VIARTHTAL. The MHC is BoLA-AW10 with pseudo-sequence BoLA-AW10. The binding affinity (normalized) is 0.0641. (10) The peptide sequence is KVVRFDKL. The MHC is H-2-Kb with pseudo-sequence H-2-Kb. The binding affinity (normalized) is 0.728.